Dataset: Catalyst prediction with 721,799 reactions and 888 catalyst types from USPTO. Task: Predict which catalyst facilitates the given reaction. (1) Reactant: C([O:3][C:4]([C:6]1[N:7]=[CH:8][N:9]2[C:14]([CH:15]([F:17])[F:16])=[CH:13][C:12]([C:18]3[CH:23]=[CH:22][C:21]([C:24]([F:27])([F:26])[F:25])=[CH:20][CH:19]=3)=[N:11][C:10]=12)=[O:5])C.[OH-].[K+].S(=O)(=O)(O)O. Product: [F:17][CH:15]([F:16])[C:14]1[N:9]2[CH:8]=[N:7][C:6]([C:4]([OH:5])=[O:3])=[C:10]2[N:11]=[C:12]([C:18]2[CH:19]=[CH:20][C:21]([C:24]([F:27])([F:26])[F:25])=[CH:22][CH:23]=2)[CH:13]=1. The catalyst class is: 72. (2) Reactant: [NH2:1][C:2]([CH3:33])([CH3:32])[C:3]#[C:4][C:5]1[CH:14]=[C:13]2[C:8]([CH:9]=[C:10]([CH3:31])[C:11]([CH:22]([O:26][C:27]([CH3:30])([CH3:29])[CH3:28])[C:23]([OH:25])=[O:24])=[C:12]2[C:15]2[CH:20]=[CH:19][C:18]([Cl:21])=[CH:17][CH:16]=2)=[CH:7][CH:6]=1.C(N(CC)CC)C.[C:41](OC(=O)C)(=[O:43])[CH3:42]. Product: [C:41]([NH:1][C:2]([CH3:33])([CH3:32])[C:3]#[C:4][C:5]1[CH:14]=[C:13]2[C:8]([CH:9]=[C:10]([CH3:31])[C:11]([CH:22]([O:26][C:27]([CH3:28])([CH3:30])[CH3:29])[C:23]([OH:25])=[O:24])=[C:12]2[C:15]2[CH:20]=[CH:19][C:18]([Cl:21])=[CH:17][CH:16]=2)=[CH:7][CH:6]=1)(=[O:43])[CH3:42]. The catalyst class is: 64. (3) Reactant: CO.[Na].[NH:4]1[CH:8]=[CH:7][N:6]=[C:5]1[CH2:9][NH2:10].[Cl:11][C:12]1[CH:13]=[C:14]([N:27]2[C:32](=[O:33])[NH:31][C:30](=[O:34])[CH:29]=[N:28]2)[CH:15]=[CH:16][C:17]=1[CH:18](Cl)[C:19]1[CH:24]=[CH:23][C:22]([Cl:25])=[CH:21][CH:20]=1. Product: [Cl:11][C:12]1[CH:13]=[C:14]([N:27]2[C:32](=[O:33])[NH:31][C:30](=[O:34])[CH:29]=[N:28]2)[CH:15]=[CH:16][C:17]=1[CH:18]([C:19]1[CH:20]=[CH:21][C:22]([Cl:25])=[CH:23][CH:24]=1)[NH:10][CH2:9][C:5]1[NH:4][CH:8]=[CH:7][N:6]=1. The catalyst class is: 10. (4) Reactant: [CH2:1]([N:8]1[CH2:13][CH2:12][O:11][CH:10]([CH2:14][NH2:15])[CH2:9]1)[C:2]1[CH:7]=[CH:6][CH:5]=[CH:4][CH:3]=1.C(N(CC)CC)C.[C:23](O[C:23]([O:25][C:26]([CH3:29])([CH3:28])[CH3:27])=[O:24])([O:25][C:26]([CH3:29])([CH3:28])[CH3:27])=[O:24]. Product: [C:26]([O:25][C:23](=[O:24])[NH:15][CH2:14][CH:10]1[O:11][CH2:12][CH2:13][N:8]([CH2:1][C:2]2[CH:3]=[CH:4][CH:5]=[CH:6][CH:7]=2)[CH2:9]1)([CH3:29])([CH3:28])[CH3:27]. The catalyst class is: 4. (5) Reactant: [NH2:1][C:2]1[C:3]([O:14][CH3:15])=[N:4][C:5]([CH2:8][C:9]([O:11][CH2:12][CH3:13])=[O:10])=[CH:6][CH:7]=1.[Br:16][C:17]1[CH:22]=[CH:21][CH:20]=[CH:19][C:18]=1[N:23]=[C:24]=[O:25].CCN(CC)CC.O. Product: [Br:16][C:17]1[CH:22]=[CH:21][CH:20]=[CH:19][C:18]=1[NH:23][C:24](=[O:25])[NH:1][C:2]1[C:3]([O:14][CH3:15])=[N:4][C:5]([CH2:8][C:9]([O:11][CH2:12][CH3:13])=[O:10])=[CH:6][CH:7]=1. The catalyst class is: 1. (6) Reactant: [H-].[Na+].Br[CH2:4][C:5]([O:7][C:8]([CH3:11])([CH3:10])[CH3:9])=[O:6].[S:12]1[CH2:17][CH2:16][CH:15]([N:18]2[C:22]3[CH:23]=[CH:24][CH:25]=[CH:26][C:21]=3[NH:20][C:19]2=[O:27])[CH2:14][CH2:13]1. Product: [O:27]=[C:19]1[N:20]([CH2:4][C:5]([O:7][C:8]([CH3:11])([CH3:10])[CH3:9])=[O:6])[C:21]2[CH:26]=[CH:25][CH:24]=[CH:23][C:22]=2[N:18]1[CH:15]1[CH2:16][CH2:17][S:12][CH2:13][CH2:14]1. The catalyst class is: 3. (7) Reactant: [O:1]=[C:2]1[C@@H:7]([NH:8][C:9](=[O:15])[O:10][C:11]([CH3:14])([CH3:13])[CH3:12])[CH2:6][CH2:5][CH2:4][NH:3]1.[OH-].[K+].Br[CH2:19][CH2:20][O:21][CH3:22]. Product: [CH3:22][O:21][CH2:20][CH2:19][N:3]1[CH2:4][CH2:5][CH2:6][C@H:7]([NH:8][C:9](=[O:15])[O:10][C:11]([CH3:12])([CH3:14])[CH3:13])[C:2]1=[O:1]. The catalyst class is: 16.